The task is: Predict the reactants needed to synthesize the given product.. This data is from Retrosynthesis with 50K atom-mapped reactions and 10 reaction types from USPTO. Given the product C=CC(=O)OCCCCCCN(C)c1ccc(C=Cc2ccc(S(C)(=O)=O)cc2)cc1, predict the reactants needed to synthesize it. The reactants are: C=CC(=O)Cl.CN(CCCCCCO)c1ccc(C=Cc2ccc(S(C)(=O)=O)cc2)cc1.